Predict which catalyst facilitates the given reaction. From a dataset of Catalyst prediction with 721,799 reactions and 888 catalyst types from USPTO. Reactant: [CH:1](NC(C)C)(C)C.C([Li])CCC.[F:13][C:14]1[CH:19]=[C:18]([F:20])[CH:17]=[CH:16][C:15]=1[NH:21][S:22]([C:25]1[CH:30]=[CH:29][C:28]([C:31]([F:34])([F:33])[F:32])=[CH:27][CH:26]=1)(=[O:24])=[O:23].Cl.[OH2:36]. Product: [F:13][C:14]1[C:19]([CH:1]=[O:36])=[C:18]([F:20])[CH:17]=[CH:16][C:15]=1[NH:21][S:22]([C:25]1[CH:30]=[CH:29][C:28]([C:31]([F:34])([F:32])[F:33])=[CH:27][CH:26]=1)(=[O:23])=[O:24]. The catalyst class is: 7.